From a dataset of Reaction yield outcomes from USPTO patents with 853,638 reactions. Predict the reaction yield, written as a fraction of the theoretical maximum amount of product (1.0 means a 100% yield; for example, 0.34 means a 34% yield). (1) The catalyst is S([O-])(O)(=O)=O.C([N+](CCCC)(CCCC)CCCC)CCC. The yield is 0.650. The reactants are C([C:5]1([C:22]([F:25])([F:24])[F:23])[C:14]2[CH:13]=[C:12](C#N)[CH:11]=[CH:10][C:9]=2[NH:8][C:7]2[C:17](=[O:21])[NH:18]C=[N:20][C:6]1=2)CCC.OO.[OH-].[Na+].CO.C(Cl)[Cl:33]. The product is [NH2:20][C:6]1[C:7]([C:17]([NH2:18])=[O:21])=[N:8][C:9]2[C:14]([C:5]=1[C:22]([F:25])([F:24])[F:23])=[CH:13][C:12]([Cl:33])=[CH:11][CH:10]=2. (2) The reactants are Br[C:2]1[CH:3]=[C:4]2[C:9](=[CH:10][CH:11]=1)[N:8]=[CH:7][C:6]([C:12](=[O:14])[CH3:13])=[C:5]2[N:15]1[CH2:20][CH2:19][CH:18]([CH2:21][N:22]2[CH2:26][CH2:25][CH2:24][CH2:23]2)[CH2:17][CH2:16]1.[Cl:27][C:28]1[CH:33]=[C:32](B2OC(C)(C)C(C)(C)O2)[CH:31]=[C:30]([O:43][CH3:44])[C:29]=1[OH:45]. No catalyst specified. The product is [Cl:27][C:28]1[CH:33]=[C:32]([C:2]2[CH:3]=[C:4]3[C:9](=[CH:10][CH:11]=2)[N:8]=[CH:7][C:6]([C:12](=[O:14])[CH3:13])=[C:5]3[N:15]2[CH2:16][CH2:17][CH:18]([CH2:21][N:22]3[CH2:26][CH2:25][CH2:24][CH2:23]3)[CH2:19][CH2:20]2)[CH:31]=[C:30]([O:43][CH3:44])[C:29]=1[OH:45]. The yield is 0.710. (3) The reactants are FC(F)(F)C(O)=O.[Cl:8][C:9]1[C:10]([F:37])=[C:11]([CH:15]2[C:19]([C:22]3[CH:27]=[CH:26][C:25]([Cl:28])=[CH:24][CH:23]=3)([C:20]#[N:21])[CH:18]([CH2:29][C:30]([CH3:33])([CH3:32])[CH3:31])[NH:17][CH:16]2[C:34]([OH:36])=O)[CH:12]=[CH:13][CH:14]=1.[C:38]([NH:41][CH2:42][CH2:43][NH2:44])(=[O:40])[CH3:39].CN(C(ON1N=NC2C=CC=NC1=2)=[N+](C)C)C.F[P-](F)(F)(F)(F)F.CCN(C(C)C)C(C)C. The catalyst is C(Cl)Cl. The product is [C:38]([NH:41][CH2:42][CH2:43][NH:44][C:34]([CH:16]1[CH:15]([C:11]2[CH:12]=[CH:13][CH:14]=[C:9]([Cl:8])[C:10]=2[F:37])[C:19]([C:22]2[CH:23]=[CH:24][C:25]([Cl:28])=[CH:26][CH:27]=2)([C:20]#[N:21])[CH:18]([CH2:29][C:30]([CH3:33])([CH3:31])[CH3:32])[NH:17]1)=[O:36])(=[O:40])[CH3:39]. The yield is 0.830.